This data is from Catalyst prediction with 721,799 reactions and 888 catalyst types from USPTO. The task is: Predict which catalyst facilitates the given reaction. (1) Reactant: [NH:1]1[C:5]2[CH:6]=[CH:7][CH:8]=[CH:9][C:4]=2[N:3]=[C:2]1[CH2:10][N:11]1[C@H:24]2[C@@H:15]([CH2:16][CH2:17][C:18]3[C:23]2=[N:22][CH:21]=[CH:20][CH:19]=3)[CH2:14][CH2:13][CH2:12]1.C(=O)([O-])[O-].[K+].[K+].Cl.Cl[CH2:33][C:34]1[N:35]([CH2:39][C:40]2[CH:45]=[CH:44][CH:43]=[CH:42][CH:41]=2)[CH:36]=[CH:37][N:38]=1.[I-].[K+]. Product: [C:40]1([CH2:39][N:35]2[CH:36]=[CH:37][N:38]=[C:34]2[CH2:33][N:1]2[C:5]3[CH:6]=[CH:7][CH:8]=[CH:9][C:4]=3[N:3]=[C:2]2[CH2:10][N:11]2[C@H:24]3[C@@H:15]([CH2:16][CH2:17][C:18]4[C:23]3=[N:22][CH:21]=[CH:20][CH:19]=4)[CH2:14][CH2:13][CH2:12]2)[CH:41]=[CH:42][CH:43]=[CH:44][CH:45]=1. The catalyst class is: 35. (2) Reactant: [ClH:1].Cl.[CH3:3][O:4][C:5]1[C:6]([O:25][CH3:26])=[CH:7][C:8]2[CH2:9][CH:10]3[CH2:24][NH:23][CH2:22][CH2:21][N:11]3[CH:12]([C:15]3[CH:20]=[CH:19][CH:18]=[CH:17][CH:16]=3)[C:13]=2[CH:14]=1.C(=O)([O-])[O-].[K+].[K+].[CH2:33](Br)[C:34]1[CH:39]=[CH:38][CH:37]=[CH:36][CH:35]=1. The catalyst class is: 695. Product: [ClH:1].[ClH:1].[CH3:3][O:4][C:5]1[C:6]([O:25][CH3:26])=[CH:7][C:8]2[CH2:9][CH:10]3[CH2:24][N:23]([CH2:33][C:34]4[CH:39]=[CH:38][CH:37]=[CH:36][CH:35]=4)[CH2:22][CH2:21][N:11]3[CH:12]([C:15]3[CH:20]=[CH:19][CH:18]=[CH:17][CH:16]=3)[C:13]=2[CH:14]=1. (3) Reactant: [CH:1]1([CH2:4][CH:5]=O)[CH2:3][CH2:2]1.ClCCl.[CH2:10]([O:12][C:13]([C@H:15]1[C@@H:20]([NH2:21])[C@H:19]2[CH2:22][C@@H:16]1[CH2:17][CH2:18]2)=[O:14])[CH3:11].C(O[BH-](OC(=O)C)OC(=O)C)(=O)C.[Na+]. Product: [CH2:10]([O:12][C:13]([C@H:15]1[C@@H:20]([NH:21][CH2:5][CH2:4][CH:1]2[CH2:2][CH2:3]2)[C@H:19]2[CH2:22][C@@H:16]1[CH2:17][CH2:18]2)=[O:14])[CH3:11]. The catalyst class is: 130. (4) Reactant: Br[C:2]1[CH:7]=[C:6]([CH2:8][O:9][Si:10]([C:23]([CH3:26])([CH3:25])[CH3:24])([C:17]2[CH:22]=[CH:21][CH:20]=[CH:19][CH:18]=2)[C:11]2[CH:16]=[CH:15][CH:14]=[CH:13][CH:12]=2)[CH:5]=[CH:4][N:3]=1.CCCCCC.C([Li])CCC.CN(C)[CH:40]=[O:41].O. Product: [Si:10]([O:9][CH2:8][C:6]1[CH:5]=[CH:4][N:3]=[C:2]([CH:40]=[O:41])[CH:7]=1)([C:23]([CH3:26])([CH3:25])[CH3:24])([C:17]1[CH:22]=[CH:21][CH:20]=[CH:19][CH:18]=1)[C:11]1[CH:16]=[CH:15][CH:14]=[CH:13][CH:12]=1. The catalyst class is: 469. (5) Reactant: [CH2:1]=[CH:2][C@@H:3]1[C@@H:8]2[CH2:9][C@@H:10]([C@H:11]([OH:22])[C:12]3[CH:13]=[CH:14][N:15]=[C:16]4[CH:21]=[CH:20][CH:19]=[CH:18][C:17]=34)[N:5]([CH2:6][CH2:7]2)[CH2:4]1.[CH2:23]([CH:26]1[CH2:31][CH2:30][CH:29]([C:32](O)=[O:33])[CH2:28][CH2:27]1)[CH2:24][CH3:25].C1(N=C=NC2CCCCC2)CCCCC1. Product: [CH2:23]([CH:26]1[CH2:31][CH2:30][CH:29]([C:32]([O:22][C@H:11]([C:12]2[C:17]3[C:16](=[CH:21][CH:20]=[CH:19][CH:18]=3)[N:15]=[CH:14][CH:13]=2)[C@@H:10]2[CH2:9][C@@H:8]3[CH2:7][CH2:6][N:5]2[CH2:4][C@@H:3]3[CH:2]=[CH2:1])=[O:33])[CH2:28][CH2:27]1)[CH2:24][CH3:25]. The catalyst class is: 4. (6) Reactant: [OH:1][C:2]1[C:6]([CH3:8])([CH3:7])[O:5][C:4](=[O:9])[CH:3]=1.C(N(CC)CC)C.[O:17](S(C(F)(F)F)(=O)=O)[S:18]([C:21]([F:24])([F:23])[F:22])(=O)=[O:19]. Product: [F:22][C:21]([F:24])([F:23])[S:18]([O:1][C:2]1[C:6]([CH3:8])([CH3:7])[O:5][C:4](=[O:9])[CH:3]=1)(=[O:19])=[O:17]. The catalyst class is: 2. (7) Reactant: [F:1][C:2]([F:17])([S:13]([O-:16])(=[O:15])=[O:14])[C:3]([F:12])([F:11])[C:4]([F:10])([F:9])[C:5]([F:8])([F:7])[F:6].[K+].[Br-].[O:20]=[C:21]([C:28]([CH3:31])([CH3:30])[CH3:29])[CH2:22][S+:23]1[CH2:27][CH2:26][CH2:25][CH2:24]1.C(OCC)(=O)C. Product: [F:17][C:2]([F:1])([S:13]([O-:16])(=[O:15])=[O:14])[C:3]([F:11])([F:12])[C:4]([F:10])([F:9])[C:5]([F:8])([F:7])[F:6].[O:20]=[C:21]([C:28]([CH3:31])([CH3:30])[CH3:29])[CH2:22][S+:23]1[CH2:27][CH2:26][CH2:25][CH2:24]1. The catalyst class is: 72.